Task: Predict which catalyst facilitates the given reaction.. Dataset: Catalyst prediction with 721,799 reactions and 888 catalyst types from USPTO The catalyst class is: 17. Reactant: [Cl:1][C:2]1[CH:35]=[CH:34][C:5]([O:6][CH:7]2[CH2:12][CH2:11][N:10]([C:13]([C:15]3[CH:16]=[C:17]4[C:21](=[CH:22][CH:23]=3)[N:20]([CH2:24][CH2:25][NH:26][C:27](=[O:33])OC(C)(C)C)[CH:19]=[CH:18]4)=[O:14])[CH2:9][CH2:8]2)=[CH:4][CH:3]=1.[C:36](OC(=O)C)(=O)C.Cl. Product: [Cl:1][C:2]1[CH:35]=[CH:34][C:5]([O:6][CH:7]2[CH2:8][CH2:9][N:10]([C:13]([C:15]3[CH:16]=[C:17]4[C:21](=[CH:22][CH:23]=3)[N:20]([CH2:24][CH2:25][NH:26][C:27](=[O:33])[CH3:36])[CH:19]=[CH:18]4)=[O:14])[CH2:11][CH2:12]2)=[CH:4][CH:3]=1.